The task is: Predict which catalyst facilitates the given reaction.. This data is from Catalyst prediction with 721,799 reactions and 888 catalyst types from USPTO. Reactant: O=[C:2]1[CH2:7][CH2:6][N:5]([CH2:8][CH2:9][P:10](=[O:17])([O:14][CH2:15][CH3:16])[O:11][CH2:12][CH3:13])[CH2:4][CH2:3]1.[CH3:18][NH2:19]. Product: [CH2:12]([O:11][P:10]([CH2:9][CH2:8][N:5]1[CH2:6][CH2:7][CH:2]([NH:19][CH3:18])[CH2:3][CH2:4]1)(=[O:17])[O:14][CH2:15][CH3:16])[CH3:13]. The catalyst class is: 1.